Dataset: Full USPTO retrosynthesis dataset with 1.9M reactions from patents (1976-2016). Task: Predict the reactants needed to synthesize the given product. Given the product [Br:18][CH2:2][C:3]1[C:8]([CH3:9])=[CH:7][CH:6]=[CH:5][C:4]=1[N+:10]([O-:12])=[O:11], predict the reactants needed to synthesize it. The reactants are: O[CH2:2][C:3]1[C:8]([CH3:9])=[CH:7][CH:6]=[CH:5][C:4]=1[N+:10]([O-:12])=[O:11].C(Cl)(Cl)Cl.P(Br)(Br)[Br:18].